From a dataset of Forward reaction prediction with 1.9M reactions from USPTO patents (1976-2016). Predict the product of the given reaction. Given the reactants [O:1]=[C:2]1[C:11]2[CH:10]=[CH:9][CH:8]=[C:7]3[NH:12][CH:13]([C:23]4[CH:28]=[CH:27][CH:26]=[CH:25][CH:24]=4)[CH:14]([C:15]4[CH:16]=[C:17]([CH:20]=[CH:21][CH:22]=4)[CH:18]=O)[C:5]([C:6]=23)=[N:4][NH:3]1.ClCCl.[CH3:32][N:33]1[CH2:38][CH2:37][NH:36][CH2:35][CH2:34]1.[BH4-].[Na+], predict the reaction product. The product is: [CH3:32][N:33]1[CH2:38][CH2:37][N:36]([CH2:18][C:17]2[CH:16]=[C:15]([CH:14]3[C:5]4=[N:4][NH:3][C:2](=[O:1])[C:11]5[CH:10]=[CH:9][CH:8]=[C:7]([C:6]=54)[NH:12][CH:13]3[C:23]3[CH:24]=[CH:25][CH:26]=[CH:27][CH:28]=3)[CH:22]=[CH:21][CH:20]=2)[CH2:35][CH2:34]1.